From a dataset of Catalyst prediction with 721,799 reactions and 888 catalyst types from USPTO. Predict which catalyst facilitates the given reaction. (1) Reactant: [C:1]([O:5][C:6]([N:8]1[C@@H:12]([C@H:13]([OH:20])[C:14]2[CH:19]=[CH:18][CH:17]=[CH:16][CH:15]=2)[CH2:11][CH2:10][C@H:9]1[CH2:21][C:22]1[CH:23]=[CH:24][C:25]([C:28]([O:30]C)=[O:29])=[N:26][CH:27]=1)=[O:7])([CH3:4])([CH3:3])[CH3:2].[OH-].[Na+]. Product: [C:1]([O:5][C:6]([N:8]1[C@@H:12]([C@H:13]([OH:20])[C:14]2[CH:19]=[CH:18][CH:17]=[CH:16][CH:15]=2)[CH2:11][CH2:10][C@H:9]1[CH2:21][C:22]1[CH:23]=[CH:24][C:25]([C:28]([OH:30])=[O:29])=[N:26][CH:27]=1)=[O:7])([CH3:4])([CH3:2])[CH3:3]. The catalyst class is: 36. (2) Reactant: C(O[BH-](OC(=O)C)OC(=O)C)(=O)C.[Na+].[C:15]1([C:30]2[CH:35]=[CH:34][CH:33]=[CH:32][CH:31]=2)[C:16]([C:21]([NH:23][CH:24]2[CH2:29][CH2:28][NH:27][CH2:26][CH2:25]2)=[O:22])=[CH:17][CH:18]=[CH:19][CH:20]=1.[CH:36]([C:38]1[CH:47]=[CH:46][C:45]2[C:40](=[CH:41][CH:42]=[CH:43][CH:44]=2)[N:39]=1)=O. Product: [N:39]1[C:40]2[C:45](=[CH:44][CH:43]=[CH:42][CH:41]=2)[CH:46]=[CH:47][C:38]=1[CH2:36][N:27]1[CH2:28][CH2:29][CH:24]([NH:23][C:21]([C:16]2[C:15]([C:30]3[CH:35]=[CH:34][CH:33]=[CH:32][CH:31]=3)=[CH:20][CH:19]=[CH:18][CH:17]=2)=[O:22])[CH2:25][CH2:26]1. The catalyst class is: 26. (3) Reactant: [F:1][C:2]1[CH:3]=[C:4]2[C:9](=[CH:10][CH:11]=1)[N:8]=[C:7]([NH2:12])[N:6]=[C:5]2[N:13]([CH3:15])[CH3:14].C[O:17][CH:18]1[CH:22]([CH:23]=O)[CH2:21][CH:20](OC)O1. Product: [CH3:14][N:13]([CH3:15])[C:5]1[C:4]2[C:9](=[CH:10][CH:11]=[C:2]([F:1])[CH:3]=2)[N:8]=[C:7]([N:12]2[CH:20]=[CH:21][C:22]([CH:18]=[O:17])=[CH:23]2)[N:6]=1. The catalyst class is: 52. (4) Reactant: [CH3:1][O:2][C:3]1[CH:4]=[C:5]2[C:10](=[CH:11][C:12]=1[O:13][CH3:14])[N:9]=[CH:8][CH:7]=[C:6]2[O:15][C:16]1[C:22]([CH3:23])=[CH:21][C:19]([NH2:20])=[C:18]([CH3:24])[CH:17]=1.C(N(CC)CC)C.[C:32](Cl)(Cl)=[S:33].[CH:36]([N:39]([CH:43]([CH3:45])[CH3:44])[CH2:40][CH2:41][NH2:42])([CH3:38])[CH3:37]. Product: [CH3:1][O:2][C:3]1[CH:4]=[C:5]2[C:10](=[CH:11][C:12]=1[O:13][CH3:14])[N:9]=[CH:8][CH:7]=[C:6]2[O:15][C:16]1[C:22]([CH3:23])=[CH:21][C:19]([NH:20][C:32]([NH:42][CH2:41][CH2:40][N:39]([CH:43]([CH3:45])[CH3:44])[CH:36]([CH3:38])[CH3:37])=[S:33])=[C:18]([CH3:24])[CH:17]=1. The catalyst class is: 42. (5) Reactant: S(O)(O)(=O)=O.[C:6]([S:9][CH3:10])(=[NH:8])[NH2:7].[CH3:10][S:9][C:6](=[NH:8])[NH2:7].CCN(C(C)C)C(C)C.CN([CH:28]=[C:29]1[C:34](=O)[CH2:33][N:32]([C:36]([O:38][C:39]([CH3:42])([CH3:41])[CH3:40])=[O:37])[CH2:31][C:30]1=[O:43])C. Product: [CH3:10][S:9][C:6]1[N:7]=[CH:28][C:29]2[C:30](=[O:43])[CH2:31][N:32]([C:36]([O:38][C:39]([CH3:42])([CH3:41])[CH3:40])=[O:37])[CH2:33][C:34]=2[N:8]=1. The catalyst class is: 14. (6) Reactant: [OH:1][C:2]1[CH:3]=[C:4]([CH:7]=[CH:8][C:9]=1[OH:10])[CH:5]=[O:6].[C:11](=O)([O-])[O-].[Cs+].[Cs+].BrCBr. Product: [O:10]1[C:9]2[CH:8]=[CH:7][C:4]([CH:5]=[O:6])=[CH:3][C:2]=2[O:1][CH2:11]1. The catalyst class is: 3. (7) Reactant: Cl.[NH2:2][C@@H:3]1[CH2:8][CH2:7][C@H:6]([NH:9][C:10](=[O:27])[C:11]2[CH:16]=[C:15]([F:17])[CH:14]=[N:13][C:12]=2[O:18][C:19]2[CH:24]=[CH:23][CH:22]=[C:21]([S:25][CH3:26])[CH:20]=2)[CH2:5][CH2:4]1.C(N(CC)CC)C.[Cl:35][CH2:36][CH2:37][CH2:38][CH2:39][C:40](Cl)=[O:41]. Product: [Cl:35][CH2:36][CH2:37][CH2:38][CH2:39][C:40]([NH:2][C@@H:3]1[CH2:8][CH2:7][C@H:6]([NH:9][C:10](=[O:27])[C:11]2[CH:16]=[C:15]([F:17])[CH:14]=[N:13][C:12]=2[O:18][C:19]2[CH:24]=[CH:23][CH:22]=[C:21]([S:25][CH3:26])[CH:20]=2)[CH2:5][CH2:4]1)=[O:41]. The catalyst class is: 4.